This data is from Reaction yield outcomes from USPTO patents with 853,638 reactions. The task is: Predict the reaction yield, written as a fraction of the theoretical maximum amount of product (1.0 means a 100% yield; for example, 0.34 means a 34% yield). (1) The reactants are [H-].[Na+].[CH3:3][O:4][C:5]1[CH:10]=[CH:9][C:8]([C:11](=[O:19])[CH2:12][C:13]2[CH:18]=[CH:17][CH:16]=[CH:15][CH:14]=2)=[CH:7][CH:6]=1.Br[CH2:21][C:22]([O:24][CH2:25][CH3:26])=[O:23]. The catalyst is CS(C)=O.C1(C)C=CC=CC=1. The product is [CH2:25]([O:24][C:22](=[O:23])[CH2:21][CH:12]([C:13]1[CH:18]=[CH:17][CH:16]=[CH:15][CH:14]=1)[C:11]([C:8]1[CH:7]=[CH:6][C:5]([O:4][CH3:3])=[CH:10][CH:9]=1)=[O:19])[CH3:26]. The yield is 0.990. (2) The product is [CH2:1]([C:3]1[C:4](=[O:14])[NH:5][C:6]2[C:11]([N:12]=1)=[CH:10][CH:9]=[C:8]([F:13])[CH:7]=2)[CH3:2]. The reactants are [CH2:1]([CH:3]1[NH:12][C:11]2[C:6](=[CH:7][C:8]([F:13])=[CH:9][CH:10]=2)[NH:5][C:4]1=[O:14])[CH3:2].O1CCOCC1.ClC1C(=O)C(C#N)=C(C#N)C(=O)C=1Cl. The catalyst is C([O-])(O)=O.[Na+].O. The yield is 0.948. (3) The reactants are [Br:1][C:2]1[CH:7]=[C:6]([CH3:8])[CH:5]=[CH:4][C:3]=1[O:9][CH2:10][CH:11](OC)OC. The catalyst is ClC1C=CC=CC=1. The product is [Br:1][C:2]1[C:3]2[O:9][CH:10]=[CH:11][C:4]=2[CH:5]=[C:6]([CH3:8])[CH:7]=1. The yield is 0.660. (4) The reactants are O[CH:2]1[C:11]2[C:6](=[CH:7][CH:8]=[C:9]([C:12]([O:14][CH3:15])=[O:13])[CH:10]=2)[NH:5][CH:4]([C:16]2[CH:21]=[CH:20][CH:19]=[CH:18][C:17]=2[N+:22]([O-])=O)[C:3]1([CH3:26])[CH3:25].C([SiH](CC)CC)C.FC(F)(F)C(O)=O. The catalyst is ClCCl. The product is [NH2:22][C:17]1[CH:18]=[CH:19][CH:20]=[CH:21][C:16]=1[CH:4]1[C:3]([CH3:25])([CH3:26])[CH2:2][C:11]2[C:6](=[CH:7][CH:8]=[C:9]([C:12]([O:14][CH3:15])=[O:13])[CH:10]=2)[NH:5]1. The yield is 0.860. (5) The yield is 0.920. The product is [CH3:26][N:4]([CH3:3])[CH:5]1[CH2:10][CH2:9][N:8]([C:11](=[O:25])[CH2:12][CH2:13][C:14]2[N:15]([CH2:19][C:20]([OH:22])=[O:21])[CH:16]=[CH:17][N:18]=2)[CH2:7][CH2:6]1. The catalyst is C(O)C. The reactants are [OH-].[Na+].[CH3:3][N:4]([CH3:26])[CH:5]1[CH2:10][CH2:9][N:8]([C:11](=[O:25])[CH2:12][CH2:13][C:14]2[N:15]([CH2:19][C:20]([O:22]CC)=[O:21])[CH:16]=[CH:17][N:18]=2)[CH2:7][CH2:6]1.Cl. (6) The reactants are [C:1]([O:5][C:6]([N:8]1[CH2:13][CH2:12][CH:11]([O:14][C:15]2[CH:20]=[CH:19][C:18]([N+:21]([O-])=O)=[CH:17][C:16]=2[C:24]([O:26][CH2:27][CH3:28])=[O:25])[CH2:10][CH2:9]1)=[O:7])([CH3:4])([CH3:3])[CH3:2]. The catalyst is CO.[Pd]. The product is [C:1]([O:5][C:6]([N:8]1[CH2:13][CH2:12][CH:11]([O:14][C:15]2[CH:20]=[CH:19][C:18]([NH2:21])=[CH:17][C:16]=2[C:24]([O:26][CH2:27][CH3:28])=[O:25])[CH2:10][CH2:9]1)=[O:7])([CH3:4])([CH3:3])[CH3:2]. The yield is 0.990. (7) The reactants are Cl[C:2]1[N:3]=[C:4]([O:29][CH:30]2[CH2:35][CH2:34][O:33][CH2:32][CH2:31]2)[C:5]2[C:10]([C:11]3[CH:12]=[CH:13][C:14]([C:17]([NH:19][CH3:20])=[O:18])=[N:15][CH:16]=3)=[CH:9][N:8](COCC[Si](C)(C)C)[C:6]=2[N:7]=1.[NH2:36][C:37]1[CH:47]=[CH:46][C:40]([C:41]([N:43]([CH3:45])[CH3:44])=[O:42])=[CH:39][C:38]=1[CH3:48].CC1(C)C2C=CC=C(P(C3C=CC=CC=3)C3C=CC=CC=3)C=2OC2C1=CC=CC=2P(C1C=CC=CC=1)C1C=CC=CC=1.C(=O)([O-])[O-].[Cs+].[Cs+]. The catalyst is C1C=CC(/C=C/C(/C=C/C2C=CC=CC=2)=O)=CC=1.C1C=CC(/C=C/C(/C=C/C2C=CC=CC=2)=O)=CC=1.C1C=CC(/C=C/C(/C=C/C2C=CC=CC=2)=O)=CC=1.[Pd].[Pd].O1CCOCC1. The product is [CH3:44][N:43]([CH3:45])[C:41]([C:40]1[CH:46]=[CH:47][C:37]([NH:36][C:2]2[N:3]=[C:4]([O:29][CH:30]3[CH2:35][CH2:34][O:33][CH2:32][CH2:31]3)[C:5]3[C:10]([C:11]4[CH:12]=[CH:13][C:14]([C:17]([NH:19][CH3:20])=[O:18])=[N:15][CH:16]=4)=[CH:9][NH:8][C:6]=3[N:7]=2)=[C:38]([CH3:48])[CH:39]=1)=[O:42]. The yield is 0.210. (8) The product is [F:25][C:26]1[CH:33]=[CH:32][CH:31]=[CH:30][C:27]=1[CH:28]([OH:29])[C:20]([CH3:22])([CH3:21])[C:19]([OH:24])=[O:23]. The catalyst is C1COCC1. The yield is 0.609. The reactants are C(NC(C)C)(C)C.[Li]CCCC.CCCCCC.[C:19]([OH:24])(=[O:23])[CH:20]([CH3:22])[CH3:21].[F:25][C:26]1[CH:33]=[CH:32][CH:31]=[CH:30][C:27]=1[CH:28]=[O:29].